Dataset: Forward reaction prediction with 1.9M reactions from USPTO patents (1976-2016). Task: Predict the product of the given reaction. (1) The product is: [C:1]([O:5][C:6](=[O:49])[N:7]([CH:9]1[CH2:14][CH2:13][CH:12]([N:15]([C:35]([C:37]2[S:41][C:40]3[C:42]([F:47])=[CH:43][CH:44]=[C:45]([F:46])[C:39]=3[C:38]=2[Cl:48])=[O:36])[CH2:16][C:17]2[CH:22]=[C:21]([C:23]3[CH:28]=[CH:27][N:26]=[C:25]([C:29](=[O:32])[N:30]([CH3:53])[CH3:31])[CH:24]=3)[CH:20]=[CH:19][C:18]=2[O:33][CH3:34])[CH2:11][CH2:10]1)[CH3:8])([CH3:4])([CH3:2])[CH3:3]. Given the reactants [C:1]([O:5][C:6](=[O:49])[N:7]([CH:9]1[CH2:14][CH2:13][CH:12]([N:15]([C:35]([C:37]2[S:41][C:40]3[C:42]([F:47])=[CH:43][CH:44]=[C:45]([F:46])[C:39]=3[C:38]=2[Cl:48])=[O:36])[CH2:16][C:17]2[CH:22]=[C:21]([C:23]3[CH:28]=[CH:27][N:26]=[C:25]([C:29](=[O:32])[NH:30][CH3:31])[CH:24]=3)[CH:20]=[CH:19][C:18]=2[O:33][CH3:34])[CH2:11][CH2:10]1)[CH3:8])([CH3:4])([CH3:3])[CH3:2].[H-].[Na+].I[CH3:53], predict the reaction product. (2) Given the reactants C([Li])CCC.[CH3:6][N:7]([CH2:9][CH2:10][OH:11])C.[Cl:12][C:13]1C=NC=[CH:17][CH:18]=1.CN(C=O)C.[Cl-].[NH4+], predict the reaction product. The product is: [Cl:12][C:13]1[C:9]([CH:10]=[O:11])=[N:7][CH:6]=[CH:17][CH:18]=1. (3) Given the reactants [OH:1][NH:2][C:3]([C:5]1[CH:13]=[CH:12][C:11]2[NH:10][C:9]3[CH:14]([CH2:17][C:18]([O:20][CH2:21][CH3:22])=[O:19])[CH2:15][CH2:16][C:8]=3[C:7]=2[CH:6]=1)=[NH:4].[N:23]1[N:24]=[CH:25][N:26]([C:28]2[CH:29]=[C:30]([CH:34]=[C:35]([O:37][C:38]([F:41])([F:40])[F:39])[CH:36]=2)[C:31](O)=O)[CH:27]=1, predict the reaction product. The product is: [N:23]1[N:24]=[CH:25][N:26]([C:28]2[CH:29]=[C:30]([C:31]3[O:1][N:2]=[C:3]([C:5]4[CH:13]=[CH:12][C:11]5[NH:10][C:9]6[CH:14]([CH2:17][C:18]([O:20][CH2:21][CH3:22])=[O:19])[CH2:15][CH2:16][C:8]=6[C:7]=5[CH:6]=4)[N:4]=3)[CH:34]=[C:35]([O:37][C:38]([F:39])([F:40])[F:41])[CH:36]=2)[CH:27]=1.